From a dataset of Forward reaction prediction with 1.9M reactions from USPTO patents (1976-2016). Predict the product of the given reaction. (1) Given the reactants [OH:1][CH2:2][C@H:3]1[O:8][C:7]([CH3:10])([CH3:9])[O:6][C@@H:5]([CH2:11][C:12]([O:14]C(C)(C)C)=O)[CH2:4]1.[CH2:19]([NH2:23])[CH2:20][CH2:21][CH3:22], predict the reaction product. The product is: [CH2:19]([NH:23][C:12](=[O:14])[CH2:11][C@H:5]1[CH2:4][C@@H:3]([CH2:2][OH:1])[O:8][C:7]([CH3:9])([CH3:10])[O:6]1)[CH2:20][CH2:21][CH3:22]. (2) Given the reactants [C:1](Cl)(=O)[C:2]([Cl:4])=[O:3].CN(C)C=O.[CH3:12][N:13]1[C:17](C(O)=O)=[C:16](C)[C:15]([C:22]2[CH:27]=[CH:26][C:25]([O:28][CH2:29][C:30]3[CH:35]=[CH:34][CH:33]=[CH:32][C:31]=3[N:36]3[C:40](=[O:41])[N:39]([CH3:42])[N:38]=[N:37]3)=[C:24]([CH3:43])[CH:23]=2)=[N:14]1, predict the reaction product. The product is: [CH3:12][N:13]1[C:1]([C:2]([Cl:4])=[O:3])=[C:16]([CH3:17])[C:15]([C:22]2[CH:27]=[CH:26][C:25]([O:28][CH2:29][C:30]3[CH:35]=[CH:34][CH:33]=[CH:32][C:31]=3[N:36]3[C:40](=[O:41])[N:39]([CH3:42])[N:38]=[N:37]3)=[C:24]([CH3:43])[CH:23]=2)=[N:14]1. (3) Given the reactants [C:1]([O:5][C:6]([N:8]1[CH2:14][CH2:13][C:12]2[CH:15]=[CH:16][C:17]([N+:19]([O-])=O)=[CH:18][C:11]=2[CH2:10][CH2:9]1)=[O:7])([CH3:4])([CH3:3])[CH3:2], predict the reaction product. The product is: [C:1]([O:5][C:6]([N:8]1[CH2:14][CH2:13][C:12]2[CH:15]=[CH:16][C:17]([NH2:19])=[CH:18][C:11]=2[CH2:10][CH2:9]1)=[O:7])([CH3:4])([CH3:2])[CH3:3]. (4) Given the reactants [CH:1]1([CH2:4][NH:5][N:6]2[C:15]3[C:10](=[CH:11][CH:12]=[CH:13][CH:14]=3)[C:9]([OH:16])=[C:8]([C:17]3[NH:22][C:21]4[CH:23]=[CH:24][C:25]([O:27][CH2:28][C:29]([OH:31])=O)=[CH:26][C:20]=4[S:19](=[O:33])(=[O:32])[N:18]=3)[C:7]2=[O:34])[CH2:3][CH2:2]1.Cl.C[N:37]([CH3:46])[CH2:38][CH2:39][CH2:40][N:41]=C=NCC.ON1C2C=CC=CC=2N=N1.C(OC(=O)NC1CCNC1)(C)(C)C, predict the reaction product. The product is: [NH2:41][CH:40]1[CH2:39][CH2:38][N:37]([C:29](=[O:31])[CH2:28][O:27][C:25]2[CH:24]=[CH:23][C:21]3[NH:22][C:17]([C:8]4[C:7](=[O:34])[N:6]([NH:5][CH2:4][CH:1]5[CH2:2][CH2:3]5)[C:15]5[C:10]([C:9]=4[OH:16])=[CH:11][CH:12]=[CH:13][CH:14]=5)=[N:18][S:19](=[O:32])(=[O:33])[C:20]=3[CH:26]=2)[CH2:46]1. (5) Given the reactants C([O:8][C:9]1[CH:14]=[CH:13][CH:12]=[CH:11][C:10]=1[CH:15]([C:17]1[CH:22]=[CH:21][C:20]([CH3:23])=[CH:19][CH:18]=1)O)C1C=CC=CC=1.Cl, predict the reaction product. The product is: [CH3:23][C:20]1[CH:19]=[CH:18][C:17]([CH2:15][C:10]2[CH:11]=[CH:12][CH:13]=[CH:14][C:9]=2[OH:8])=[CH:22][CH:21]=1. (6) Given the reactants Br[C:2]1[CH:3]=[C:4]2[C:9](=[C:10]([O:12]COCC[Si](C)(C)C)[CH:11]=1)[N:8]=[CH:7][N:6](COCC[Si](C)(C)C)[C:5]2=[O:29].[Br-].[F:31][C:32]1[CH:39]=[CH:38][CH:37]=[CH:36][C:33]=1[CH2:34][Zn+].[Br-].C([Zn+])C1C=CC=CC=1, predict the reaction product. The product is: [F:31][C:32]1[CH:39]=[CH:38][CH:37]=[CH:36][C:33]=1[CH2:34][C:2]1[CH:3]=[C:4]2[C:9](=[C:10]([OH:12])[CH:11]=1)[N:8]=[CH:7][NH:6][C:5]2=[O:29]. (7) Given the reactants C(NC1C=CC(C2C=C3C(CN([C@@H](C(C)C)C(O)=O)C3=O)=CC=2)=CC=1)(=O)C1C=CC=CC=1.[F:33][C:34]1[CH:66]=[CH:65][C:37]([C:38]([NH:40][C:41]2[CH:46]=[CH:45][C:44]([C:47]3[CH:55]=[C:54]4[C:50]([CH2:51][N:52]([C@@H:57]([CH:62]([CH3:64])[CH3:63])[C:58]([O:60]C)=[O:59])[C:53]4=[O:56])=[CH:49][CH:48]=3)=[CH:43][CH:42]=2)=[O:39])=[C:36]([C:67]([F:70])([F:69])[F:68])[CH:35]=1, predict the reaction product. The product is: [F:33][C:34]1[CH:66]=[CH:65][C:37]([C:38]([NH:40][C:41]2[CH:46]=[CH:45][C:44]([C:47]3[CH:55]=[C:54]4[C:50]([CH2:51][N:52]([C@@H:57]([CH:62]([CH3:64])[CH3:63])[C:58]([OH:60])=[O:59])[C:53]4=[O:56])=[CH:49][CH:48]=3)=[CH:43][CH:42]=2)=[O:39])=[C:36]([C:67]([F:70])([F:68])[F:69])[CH:35]=1.